Dataset: Reaction yield outcomes from USPTO patents with 853,638 reactions. Task: Predict the reaction yield, written as a fraction of the theoretical maximum amount of product (1.0 means a 100% yield; for example, 0.34 means a 34% yield). (1) The reactants are [CH3:1][O:2][C:3]1[CH:4]=[C:5]([Mg]Br)[CH:6]=[CH:7][CH:8]=1.[N:11]12[CH2:18][CH2:17][C:14]([C:19]([O:21]CC)=O)([CH2:15][CH2:16]1)[CH2:13][CH2:12]2. The catalyst is C1COCC1. The product is [N:11]12[CH2:12][CH2:13][C:14]([C:19]([C:7]3[CH:6]=[CH:5][CH:4]=[C:3]([O:2][CH3:1])[CH:8]=3)([C:5]3[CH:6]=[CH:7][CH:8]=[C:3]([O:2][CH3:1])[CH:4]=3)[OH:21])([CH2:15][CH2:16]1)[CH2:17][CH2:18]2. The yield is 0.929. (2) The reactants are [N+:1]([C:4]1[CH:9]=[CH:8][CH:7]=[CH:6][C:5]=1[OH:10])([O-:3])=[O:2].[C:11]1(=O)[O:16][C:14](=[O:15])[C:13]2=[CH:17][CH:18]=[CH:19][CH:20]=[C:12]12. The catalyst is [Cl-].[Zn+2].[Cl-]. The product is [OH:10][C:5]1[CH:6]=[CH:7][C:8]([C:11]2([C:8]3[CH:7]=[CH:6][C:5]([OH:10])=[C:4]([N+:1]([O-:3])=[O:2])[CH:9]=3)[C:12]3[C:13](=[CH:17][CH:18]=[CH:19][CH:20]=3)[C:14](=[O:15])[O:16]2)=[CH:9][C:4]=1[N+:1]([O-:3])=[O:2]. The yield is 0.890. (3) The yield is 0.620. The catalyst is C(O)C. The product is [F:1][C:2]1[CH:3]=[C:4]([CH2:8][CH2:9][C:10]2[O:14][C:13]([C:15]3[CH:20]=[CH:19][C:18]4[N:21]=[C:32]([NH2:31])[N:22]([C:23]5[CH:24]=[CH:25][C:26]([O:29][CH3:30])=[CH:27][CH:28]=5)[C:17]=4[CH:16]=3)=[N:12][N:11]=2)[CH:5]=[CH:6][CH:7]=1. The reactants are [F:1][C:2]1[CH:3]=[C:4]([CH2:8][CH2:9][C:10]2[O:14][C:13]([C:15]3[CH:16]=[C:17]([NH:22][C:23]4[CH:28]=[CH:27][C:26]([O:29][CH3:30])=[CH:25][CH:24]=4)[C:18]([NH2:21])=[CH:19][CH:20]=3)=[N:12][N:11]=2)[CH:5]=[CH:6][CH:7]=1.[N:31]#[C:32]Br.C(=O)([O-])O.[Na+].